This data is from Forward reaction prediction with 1.9M reactions from USPTO patents (1976-2016). The task is: Predict the product of the given reaction. Given the reactants [CH3:1][N:2]1[CH2:19][CH2:18][C:5]2[N:6]([CH2:14][C:15](O)=[O:16])[C:7]3[CH:8]=[CH:9][C:10]([CH3:13])=[CH:11][C:12]=3[C:4]=2[CH2:3]1.C(Cl)(=O)C(Cl)=O.CN(C)C=O.[NH:31]1[CH2:36][CH2:35][CH2:34][CH2:33][CH2:32]1, predict the reaction product. The product is: [CH3:1][N:2]1[CH2:19][CH2:18][C:5]2[N:6]([CH2:14][C:15]([N:31]3[CH2:36][CH2:35][CH2:34][CH2:33][CH2:32]3)=[O:16])[C:7]3[CH:8]=[CH:9][C:10]([CH3:13])=[CH:11][C:12]=3[C:4]=2[CH2:3]1.